This data is from NCI-60 drug combinations with 297,098 pairs across 59 cell lines. The task is: Regression. Given two drug SMILES strings and cell line genomic features, predict the synergy score measuring deviation from expected non-interaction effect. (1) Drug 1: CC12CCC(CC1=CCC3C2CCC4(C3CC=C4C5=CN=CC=C5)C)O. Synergy scores: CSS=6.31, Synergy_ZIP=-0.514, Synergy_Bliss=5.84, Synergy_Loewe=2.06, Synergy_HSA=4.43. Cell line: OVCAR-8. Drug 2: C1CC(=O)NC(=O)C1N2C(=O)C3=CC=CC=C3C2=O. (2) Drug 1: C1CN1P(=S)(N2CC2)N3CC3. Drug 2: CC1=C(C=C(C=C1)NC(=O)C2=CC=C(C=C2)CN3CCN(CC3)C)NC4=NC=CC(=N4)C5=CN=CC=C5. Cell line: UACC-257. Synergy scores: CSS=7.61, Synergy_ZIP=-2.26, Synergy_Bliss=1.47, Synergy_Loewe=0.441, Synergy_HSA=1.74. (3) Drug 1: CN(C)C1=NC(=NC(=N1)N(C)C)N(C)C. Drug 2: C(=O)(N)NO. Cell line: NCIH23. Synergy scores: CSS=1.07, Synergy_ZIP=0.00375, Synergy_Bliss=-3.53, Synergy_Loewe=-5.23, Synergy_HSA=-4.64. (4) Drug 1: C1=CC(=CC=C1CCC2=CNC3=C2C(=O)NC(=N3)N)C(=O)NC(CCC(=O)O)C(=O)O. Drug 2: C(CC(=O)O)C(=O)CN.Cl. Cell line: BT-549. Synergy scores: CSS=4.78, Synergy_ZIP=-6.19, Synergy_Bliss=-6.62, Synergy_Loewe=-9.51, Synergy_HSA=-4.13. (5) Cell line: UO-31. Drug 2: CC1CCC2CC(C(=CC=CC=CC(CC(C(=O)C(C(C(=CC(C(=O)CC(OC(=O)C3CCCCN3C(=O)C(=O)C1(O2)O)C(C)CC4CCC(C(C4)OC)OCCO)C)C)O)OC)C)C)C)OC. Drug 1: CC1=C(C=C(C=C1)C(=O)NC2=CC(=CC(=C2)C(F)(F)F)N3C=C(N=C3)C)NC4=NC=CC(=N4)C5=CN=CC=C5. Synergy scores: CSS=12.8, Synergy_ZIP=5.26, Synergy_Bliss=5.90, Synergy_Loewe=-28.8, Synergy_HSA=-2.15. (6) Cell line: NCI/ADR-RES. Synergy scores: CSS=22.2, Synergy_ZIP=-12.9, Synergy_Bliss=-13.6, Synergy_Loewe=-12.2, Synergy_HSA=-12.3. Drug 1: C1=C(C(=O)NC(=O)N1)F. Drug 2: CCCCC(=O)OCC(=O)C1(CC(C2=C(C1)C(=C3C(=C2O)C(=O)C4=C(C3=O)C=CC=C4OC)O)OC5CC(C(C(O5)C)O)NC(=O)C(F)(F)F)O.